From a dataset of Catalyst prediction with 721,799 reactions and 888 catalyst types from USPTO. Predict which catalyst facilitates the given reaction. (1) Reactant: [C:1]([NH:11][C@H:12]([C:17]([OH:19])=O)[CH2:13][CH:14]([CH3:16])[CH3:15])([O:3][CH2:4][C:5]1[CH:10]=[CH:9][CH:8]=[CH:7][CH:6]=1)=[O:2].Cl.[CH3:21][O:22][C:23](=[O:30])[C@H:24]([CH2:26][CH:27]([CH3:29])[CH3:28])[NH2:25].ON1C2C=CC=CC=2N=N1.Cl.CN(C)CCCN=C=NCC. Product: [CH3:21][O:22][C:23](=[O:30])[C@H:24]([CH2:26][CH:27]([CH3:29])[CH3:28])[NH:25][C:17](=[O:19])[C@H:12]([CH2:13][CH:14]([CH3:15])[CH3:16])[NH:11][C:1]([O:3][CH2:4][C:5]1[CH:6]=[CH:7][CH:8]=[CH:9][CH:10]=1)=[O:2]. The catalyst class is: 39. (2) Reactant: [C:1]1([C:7]2[NH:11][N:10]=[C:9]([C:12]([NH:14][C:15]3[CH:20]=[CH:19][C:18]([C@@H:21]4[O:26][CH2:25][CH2:24][N:23](C(OC(C)(C)C)=O)[CH2:22]4)=[CH:17][CH:16]=3)=[O:13])[CH:8]=2)[CH:6]=[CH:5][CH:4]=[CH:3][CH:2]=1.[ClH:34]. Product: [ClH:34].[NH:23]1[CH2:24][CH2:25][O:26][C@@H:21]([C:18]2[CH:17]=[CH:16][C:15]([NH:14][C:12]([C:9]3[CH:8]=[C:7]([C:1]4[CH:2]=[CH:3][CH:4]=[CH:5][CH:6]=4)[NH:11][N:10]=3)=[O:13])=[CH:20][CH:19]=2)[CH2:22]1. The catalyst class is: 12. (3) Reactant: [O:1]([C:8]1[CH:13]=[CH:12][C:11]([OH:14])=[CH:10][CH:9]=1)[C:2]1[CH:7]=[CH:6][CH:5]=[CH:4][CH:3]=1.[OH-].[Na+].O.Cl[CH2:19][CH2:20][OH:21]. Product: [O:1]([C:8]1[CH:9]=[CH:10][C:11]([O:14][CH2:19][CH2:20][OH:21])=[CH:12][CH:13]=1)[C:2]1[CH:7]=[CH:6][CH:5]=[CH:4][CH:3]=1. The catalyst class is: 4. (4) Reactant: NC1[N:3]([CH3:23])[C:4]2[C:9]([C:10]=1[C:11]1[CH:16]=[CH:15][C:14]([O:17][CH3:18])=[CH:13][CH:12]=1)=[CH:8][C:7]([O:19][CH3:20])=[C:6]([O:21][CH3:22])[CH:5]=2.[CH2:24]([N:26]([CH2:29]C)CC)[CH3:25].C(Cl)(=[O:33])C. Product: [CH3:20][O:19][C:7]1[CH:8]=[C:9]2[C:4](=[CH:5][C:6]=1[O:21][CH3:22])[NH:3][C:23]([CH2:29][NH:26][C:24](=[O:33])[CH3:25])=[C:10]2[C:11]1[CH:12]=[CH:13][C:14]([O:17][CH3:18])=[CH:15][CH:16]=1. The catalyst class is: 2. (5) Reactant: [CH:1]1([C:7]2[C:8]3[CH:9]=[CH:10][C:11]([C:32]([O:34]C)=[O:33])=[CH:12][C:13]=3[N:14]3[CH2:21][CH2:20][N:19]([CH2:22][CH2:23][N:24]([CH3:26])[CH3:25])[CH2:18][C:17]4[CH:27]=[C:28]([F:31])[CH:29]=[CH:30][C:16]=4[C:15]=23)[CH2:6][CH2:5][CH2:4][CH2:3][CH2:2]1. Product: [CH:1]1([C:7]2[C:8]3[CH:9]=[CH:10][C:11]([C:32]([OH:34])=[O:33])=[CH:12][C:13]=3[N:14]3[CH2:21][CH2:20][N:19]([CH2:22][CH2:23][N:24]([CH3:26])[CH3:25])[CH2:18][C:17]4[CH:27]=[C:28]([F:31])[CH:29]=[CH:30][C:16]=4[C:15]=23)[CH2:6][CH2:5][CH2:4][CH2:3][CH2:2]1. The catalyst class is: 702. (6) Reactant: [O:1]=[CH:2][C:3]1[CH:11]=[CH:10][C:8]([OH:9])=[C:5]([O:6][CH3:7])[CH:4]=1.[CH3:12][N:13]([C:15](=[CH:18][C:19]1[CH:24]=[CH:23][CH:22]=[CH:21][CH:20]=1)[CH:16]=[O:17])[CH3:14].[CH:25]1[C:30]([CH:31]2[O:41][C:40]3[CH:39]=[C:38]([OH:42])[CH:37]=[C:36]([OH:43])[C:35]=3[C:33](=O)[CH:32]2[OH:44])=[CH:29][C:28]([OH:45])=[C:27]([OH:46])[CH:26]=1. Product: [O:1]=[CH:2][C:3]1[CH:11]=[CH:10][C:8]([OH:9])=[C:5]([O:6][CH3:7])[CH:4]=1.[CH3:12][N:13]([C:15](=[CH:18][C:19]1[CH:20]=[CH:21][CH:22]=[CH:23][CH:24]=1)[CH:16]=[O:17])[CH3:14].[CH:25]1[C:30]([CH:31]2[O:41][C:40]3[CH:39]=[C:38]([OH:42])[CH:37]=[C:36]([OH:43])[C:35]=3[CH2:33][CH:32]2[OH:44])=[CH:29][C:28]([OH:45])=[C:27]([OH:46])[CH:26]=1. The catalyst class is: 209. (7) Reactant: [Cl:1][C:2]1[S:6][C:5]([S:7]([NH:10][C:11]([NH:13][C:14]2[CH:19]=[CH:18][C:17]([N:20]3[CH2:29][CH2:28][C:27]4[C:22](=[CH:23][C:24]([F:32])=[C:25]([NH:30][CH3:31])[CH:26]=4)[C:21]3=[O:33])=[CH:16][CH:15]=2)=[O:12])(=[O:9])=[O:8])=[CH:4][CH:3]=1.[B-](F)(F)(F)[F:35].[B-](F)(F)(F)F.C1[N+]2(CCl)CC[N+](F)(CC2)C1. Product: [Cl:1][C:2]1[S:6][C:5]([S:7]([NH:10][C:11]([NH:13][C:14]2[CH:15]=[CH:16][C:17]([N:20]3[CH2:29][CH2:28][C:27]4[C:22](=[CH:23][C:24]([F:32])=[C:25]([NH:30][CH3:31])[C:26]=4[F:35])[C:21]3=[O:33])=[CH:18][CH:19]=2)=[O:12])(=[O:8])=[O:9])=[CH:4][CH:3]=1. The catalyst class is: 3.